This data is from Full USPTO retrosynthesis dataset with 1.9M reactions from patents (1976-2016). The task is: Predict the reactants needed to synthesize the given product. (1) Given the product [Cl:1][C:2]1[CH:3]=[C:4]([NH:12][C:14]2[C:19]([C:20]#[N:21])=[CH:18][N:17]=[C:16]([CH3:22])[C:15]=2[I:23])[C:5]([CH3:11])=[C:6]2[C:10]=1[NH:9][CH:8]=[CH:7]2, predict the reactants needed to synthesize it. The reactants are: [Cl:1][C:2]1[CH:3]=[C:4]([NH2:12])[C:5]([CH3:11])=[C:6]2[C:10]=1[NH:9][CH:8]=[CH:7]2.Cl[C:14]1[C:19]([C:20]#[N:21])=[CH:18][N:17]=[C:16]([CH3:22])[C:15]=1[I:23]. (2) The reactants are: [Cl:1][C:2]1[N:7]=[CH:6][C:5]([C:8]2([C:11]([OH:13])=O)[CH2:10][CH2:9]2)=[CH:4][CH:3]=1.C[N:15](C(ON1N=NC2C=CC=NC1=2)=[N+](C)C)C.F[P-](F)(F)(F)(F)F.C(N(C(C)C)CC)(C)C.[Cl-].[NH4+].C(=O)([O-])O.[Na+]. Given the product [Cl:1][C:2]1[N:7]=[CH:6][C:5]([C:8]2([C:11]([NH2:15])=[O:13])[CH2:10][CH2:9]2)=[CH:4][CH:3]=1, predict the reactants needed to synthesize it. (3) Given the product [ClH:17].[ClH:17].[F:13][C:12]([F:15])([F:14])[C:2]([CH3:16])([NH2:1])[CH2:3][NH2:4], predict the reactants needed to synthesize it. The reactants are: [NH2:1][C:2]([CH3:16])([C:12]([F:15])([F:14])[F:13])[CH2:3][NH:4]C(=O)OC(C)(C)C.[ClH:17]. (4) Given the product [NH2:20][C@@H:17]1[CH2:16][S:15](=[O:29])(=[O:28])[C@@H:14]([C:30]2[CH:35]=[CH:34][CH:33]=[CH:32][CH:31]=2)[CH2:13][N:12]([CH2:11][CH:8]2[CH2:10][CH2:9]2)[C:18]1=[O:19], predict the reactants needed to synthesize it. The reactants are: FC(F)(F)C(O)=O.[CH:8]1([CH2:11][N:12]2[C:18](=[O:19])[C@H:17]([NH:20]C(=O)OC(C)(C)C)[CH2:16][S:15](=[O:29])(=[O:28])[C@@H:14]([C:30]3[CH:35]=[CH:34][CH:33]=[CH:32][CH:31]=3)[CH2:13]2)[CH2:10][CH2:9]1. (5) Given the product [C:1]([CH:5]1[CH2:10][CH2:9][CH:8]([C:11]2[N:22]3[C:17]([C:18](=[O:26])[NH:19][C:20]([CH:23]4[CH2:25][CH2:24]4)=[N:21]3)=[C:14]([CH2:15][CH3:16])[N:13]=2)[CH2:7][CH2:6]1)([CH3:4])([CH3:3])[CH3:2], predict the reactants needed to synthesize it. The reactants are: [C:1]([CH:5]1[CH2:10][CH2:9][CH:8]([C:11]([NH:13][CH:14]([C:17]2[C:18](=[O:26])[NH:19][C:20]([CH:23]3[CH2:25][CH2:24]3)=[N:21][N:22]=2)[CH2:15][CH3:16])=O)[CH2:7][CH2:6]1)([CH3:4])([CH3:3])[CH3:2].P(Cl)(Cl)(Cl)=O. (6) Given the product [CH2:1]([O:3][C:4](=[O:17])[CH2:5][N:6]([CH2:7][CH2:8][NH:9][C:10]([O:12][C:13]([CH3:16])([CH3:15])[CH3:14])=[O:11])[C:29](=[O:30])[CH2:28][CH2:27][N:18]1[CH:26]=[C:24]([CH3:25])[C:22](=[O:23])[NH:21][C:19]1=[O:20])[CH3:2], predict the reactants needed to synthesize it. The reactants are: [CH2:1]([O:3][C:4](=[O:17])[CH2:5][NH:6][CH2:7][CH2:8][NH:9][C:10]([O:12][C:13]([CH3:16])([CH3:15])[CH3:14])=[O:11])[CH3:2].[N:18]1([CH2:27][CH2:28][C:29](O)=[O:30])[CH:26]=[C:24]([CH3:25])[C:22](=[O:23])[NH:21][C:19]1=[O:20].C1CCC(N=C=NC2CCCCC2)CC1. (7) Given the product [F:1][C:2]1[CH:3]=[C:4]([CH2:8][CH2:9][NH:10][C:11]2[S:12][C:13](=[CH:22][C:24]3[N:25]=[C:26]4[C:31](=[CH:32][CH:33]=3)[N:30]=[CH:29][C:28]([C:34]#[N:35])=[C:27]4[O:36][CH:37]([CH3:39])[CH3:38])[C:14](=[O:16])[N:15]=2)[CH:5]=[CH:6][CH:7]=1, predict the reactants needed to synthesize it. The reactants are: [F:1][C:2]1[CH:3]=[C:4]([CH2:8][CH2:9][NH:10][C:11]2[S:12][CH2:13][C:14](=[O:16])[N:15]=2)[CH:5]=[CH:6][CH:7]=1.C(O[Na])(C)=O.[CH:22]([C:24]1[N:25]=[C:26]2[C:31](=[CH:32][CH:33]=1)[N:30]=[CH:29][C:28]([C:34]#[N:35])=[C:27]2[O:36][CH:37]([CH3:39])[CH3:38])=O.